Dataset: Catalyst prediction with 721,799 reactions and 888 catalyst types from USPTO. Task: Predict which catalyst facilitates the given reaction. (1) Reactant: [CH:1]1([C:4]2[N:8]([CH3:9])[C:7]3[CH:10]=[C:11]([N:14]4[CH:19]=[CH:18][C:17]([OH:20])=[CH:16][C:15]4=[O:21])[CH:12]=[CH:13][C:6]=3[N:5]=2)[CH2:3][CH2:2]1.Br[CH2:23][C:24]#[N:25].C(=O)([O-])[O-].[K+].[K+].CN(C=O)C. Product: [CH:1]1([C:4]2[N:8]([CH3:9])[C:7]3[CH:10]=[C:11]([N:14]4[CH:19]=[CH:18][C:17]([O:20][CH2:23][C:24]#[N:25])=[CH:16][C:15]4=[O:21])[CH:12]=[CH:13][C:6]=3[N:5]=2)[CH2:2][CH2:3]1. The catalyst class is: 6. (2) Reactant: C1(C(=[N:14][C:15]2[CH:24]=[CH:23][C:22]([O:25][CH3:26])=[C:21]3[C:16]=2[CH2:17][CH2:18][C@H:19]([NH:27][C:28](=[O:33])[C:29]([F:32])([F:31])[F:30])[CH2:20]3)C2C=CC=CC=2)C=CC=CC=1.Cl. Product: [NH2:14][C:15]1[CH:24]=[CH:23][C:22]([O:25][CH3:26])=[C:21]2[C:16]=1[CH2:17][CH2:18][C@H:19]([NH:27][C:28](=[O:33])[C:29]([F:30])([F:31])[F:32])[CH2:20]2. The catalyst class is: 1.